From a dataset of Retrosynthesis with 50K atom-mapped reactions and 10 reaction types from USPTO. Predict the reactants needed to synthesize the given product. (1) Given the product COc1cc2c(cc1OC)CN(C(=O)[C@@H]1CCCN(CCNC(=O)c3ccc(F)cc3)C1)CC2, predict the reactants needed to synthesize it. The reactants are: CCOC(=O)[C@@H]1CCCN(CCNC(=O)c2ccc(F)cc2)C1.COc1cc2c(cc1OC)CNCC2. (2) Given the product CCOc1ccccc1, predict the reactants needed to synthesize it. The reactants are: CCOc1ccccc1Br. (3) The reactants are: NC(=S)N1CCN(C(=O)OCc2ccccc2)CC1.O=C(CBr)c1ccccc1F. Given the product O=C(OCc1ccccc1)N1CCN(c2nc(-c3ccccc3F)cs2)CC1, predict the reactants needed to synthesize it. (4) The reactants are: COc1cc2c(cc1N1CCOCC1)CCC2=O.O=Cc1cc(Cl)ccc1C(F)(F)F. Given the product COc1cc2c(cc1N1CCOCC1)C/C(=C\c1cc(Cl)ccc1C(F)(F)F)C2=O, predict the reactants needed to synthesize it. (5) Given the product CCOC(=O)c1nc(Nc2ccc3c(c2)OCCO3)nc(Nc2ccc3c(c2)OCCO3)c1N, predict the reactants needed to synthesize it. The reactants are: CCOC(=O)c1nc(Nc2ccc3c(c2)OCCO3)nc(Nc2ccc3c(c2)OCCO3)c1[N+](=O)[O-]. (6) Given the product Cc1ccc(NC(=O)C(C)(C)C)c(-c2cccc(Br)n2)c1, predict the reactants needed to synthesize it. The reactants are: Brc1cccc(Br)n1.Cc1ccc(NC(=O)C(C)(C)C)c(B(O)O)c1. (7) The reactants are: CCOC(=O)c1nc(-c2ccc(Cl)cc2)c(-c2ccc(Cl)cc2)nc1Cn1nnc(C)n1.NN1CCCCC1. Given the product Cc1nnn(Cc2nc(-c3ccc(Cl)cc3)c(-c3ccc(Cl)cc3)nc2C(=O)NN2CCCCC2)n1, predict the reactants needed to synthesize it. (8) The reactants are: O=C(CCl)N1CCCc2ccccc21.O=[N+]([O-])c1ccc2sc(S)nc2c1. Given the product O=C(CSc1nc2cc([N+](=O)[O-])ccc2s1)N1CCCc2ccccc21, predict the reactants needed to synthesize it. (9) Given the product CC(C)c1cccc(C[C@H]2CNC[C@@H]2CN(Cc2ccccc2)c2ccc(Cl)cc2)c1, predict the reactants needed to synthesize it. The reactants are: CC(C)c1cccc(C[C@H]2CN(C(=O)OC(C)(C)C)C[C@H]2CN(Cc2ccccc2)c2ccc(Cl)cc2)c1. (10) Given the product CCC(=O)c1ccc(OC)c(C)c1, predict the reactants needed to synthesize it. The reactants are: CC[Mg+].COc1ccc(C(=O)N(C)OC)cc1C.